This data is from Catalyst prediction with 721,799 reactions and 888 catalyst types from USPTO. The task is: Predict which catalyst facilitates the given reaction. (1) Reactant: Br[CH2:2][CH:3]1[CH2:6][O:5][CH2:4]1.[NH2:7][NH2:8].[CH:9]1([C:12](=O)[CH2:13][C:14]#[N:15])[CH2:11][CH2:10]1. Product: [CH:9]1([C:12]2[CH:13]=[C:14]([NH2:15])[N:8]([CH2:2][CH:3]3[CH2:6][O:5][CH2:4]3)[N:7]=2)[CH2:11][CH2:10]1. The catalyst class is: 8. (2) Reactant: [CH3:1][O:2][C:3]1[CH:4]=[C:5]2[C:10](=[CH:11][CH:12]=1)[N:9]=[C:8]([CH2:13][OH:14])[N:7]=[CH:6]2. Product: [CH3:1][O:2][C:3]1[CH:4]=[C:5]2[C:10](=[CH:11][CH:12]=1)[N:9]=[C:8]([CH:13]=[O:14])[N:7]=[CH:6]2. The catalyst class is: 425.